Dataset: Catalyst prediction with 721,799 reactions and 888 catalyst types from USPTO. Task: Predict which catalyst facilitates the given reaction. (1) Reactant: [CH3:1]I.[C:3]([O:7][C:8]([N:10]([CH2:17][CH2:18][C:19]#[N:20])[C:11]([CH3:16])([CH3:15])[C:12]([OH:14])=[O:13])=[O:9])([CH3:6])([CH3:5])[CH3:4]. Product: [C:3]([O:7][C:8]([N:10]([CH2:17][CH2:18][C:19]#[N:20])[C:11]([CH3:15])([CH3:16])[C:12]([O:14][CH3:1])=[O:13])=[O:9])([CH3:6])([CH3:5])[CH3:4]. The catalyst class is: 3. (2) Reactant: [C:1]([O:5][C:6]([NH:8][C:9]1[C:14]([C:15]([OH:17])=[O:16])=[CH:13][C:12]([F:18])=[N:11][CH:10]=1)=[O:7])([CH3:4])([CH3:3])[CH3:2].[CH3:19][Si](C=[N+]=[N-])(C)C. Product: [C:1]([O:5][C:6]([NH:8][C:9]1[C:14]([C:15]([O:17][CH3:19])=[O:16])=[CH:13][C:12]([F:18])=[N:11][CH:10]=1)=[O:7])([CH3:4])([CH3:2])[CH3:3]. The catalyst class is: 254. (3) Reactant: C(OC(=O)[NH:7][CH:8]([CH2:36][C:37]1[CH:42]=[CH:41][CH:40]=[CH:39][CH:38]=1)[CH2:9][NH:10][C:11]1[CH:16]=[N:15][CH:14]=[C:13]([C:17]2[CH:18]=[C:19]3[C:23](=[CH:24][CH:25]=2)[N:22](COCC2C=CC=CC=2)[N:21]=[C:20]3[CH3:35])[N:12]=1)(C)(C)C.[ClH:44]. Product: [ClH:44].[ClH:44].[CH3:35][C:20]1[C:19]2[C:23](=[CH:24][CH:25]=[C:17]([C:13]3[N:12]=[C:11]([NH:10][CH2:9][C@@H:8]([NH2:7])[CH2:36][C:37]4[CH:38]=[CH:39][CH:40]=[CH:41][CH:42]=4)[CH:16]=[N:15][CH:14]=3)[CH:18]=2)[NH:22][N:21]=1. The catalyst class is: 8.